This data is from Full USPTO retrosynthesis dataset with 1.9M reactions from patents (1976-2016). The task is: Predict the reactants needed to synthesize the given product. (1) The reactants are: [C:1]1([C:28]2[CH:33]=[CH:32][CH:31]=[CH:30][CH:29]=2)[CH:6]=[CH:5][C:4]([C:7]([N:9]2[CH2:14][CH2:13][CH:12]([C:15]3[NH:19][C:18]4[CH:20]=[CH:21][C:22]([C:24]([O:26]C)=[O:25])=[CH:23][C:17]=4[N:16]=3)[CH2:11][CH2:10]2)=[O:8])=[CH:3][CH:2]=1.Cl. Given the product [C:1]1([C:28]2[CH:29]=[CH:30][CH:31]=[CH:32][CH:33]=2)[CH:2]=[CH:3][C:4]([C:7]([N:9]2[CH2:10][CH2:11][CH:12]([C:15]3[NH:19][C:18]4[CH:20]=[CH:21][C:22]([C:24]([OH:26])=[O:25])=[CH:23][C:17]=4[N:16]=3)[CH2:13][CH2:14]2)=[O:8])=[CH:5][CH:6]=1, predict the reactants needed to synthesize it. (2) Given the product [Br:1][C:2]1[C:7]2[N:8]=[C:9]([C:26]3[N:22]([C:17]4[C:16]([Cl:15])=[CH:21][CH:20]=[CH:19][N:18]=4)[N:23]=[C:24]([C:30]([F:31])([F:32])[F:33])[CH:25]=3)[O:10][C:11](=[O:12])[C:6]=2[CH:5]=[C:4]([Cl:14])[CH:3]=1, predict the reactants needed to synthesize it. The reactants are: [Br:1][C:2]1[C:7]2[NH:8][C:9](=O)[O:10][C:11](=[O:12])[C:6]=2[CH:5]=[C:4]([Cl:14])[CH:3]=1.[Cl:15][C:16]1[C:17]([N:22]2[C:26](C(Cl)=O)=[CH:25][C:24]([C:30]([F:33])([F:32])[F:31])=[N:23]2)=[N:18][CH:19]=[CH:20][CH:21]=1.N1C=CC=CC=1. (3) Given the product [C:2]([OH:7])(=[O:3])[CH3:1].[OH:39][C@H:12]([C:10]1[CH:9]=[CH:8][C:6]([OH:7])=[C:5]([CH2:4][OH:3])[CH:11]=1)[CH2:13][NH:14][CH2:15][CH2:16][CH2:17][CH2:18][CH2:19][CH2:20][O:21][CH2:22][CH2:23][CH2:24][CH2:25][C:26]1[CH:27]=[C:28]([N:32]2[C:36](=[O:37])[CH2:35][NH:34][C:33]2=[O:38])[CH:29]=[CH:30][CH:31]=1, predict the reactants needed to synthesize it. The reactants are: [CH3:1][C:2]1(C)[O:7][C:6]2[CH:8]=[CH:9][C:10]([C@@H:12]([OH:39])[CH2:13][NH:14][CH2:15][CH2:16][CH2:17][CH2:18][CH2:19][CH2:20][O:21][CH2:22][CH2:23][CH2:24][CH2:25][C:26]3[CH:27]=[C:28]([N:32]4[C:36](=[O:37])[CH2:35][NH:34][C:33]4=[O:38])[CH:29]=[CH:30][CH:31]=3)=[CH:11][C:5]=2[CH2:4][O:3]1. (4) Given the product [OH:8][CH:9]([CH2:13][C@H:14]1[CH2:25][CH2:24][C:23]2[S:22][C:21]3[N:20]=[CH:19][N:18]=[C:17]([O:26][CH:27]4[CH2:28][CH2:29][CH:30]([N:33]5[CH2:38][CH2:37][O:36][CH2:35][CH2:34]5)[CH2:31][CH2:32]4)[C:16]=3[C:15]1=2)[C:10]([NH2:12])=[O:11], predict the reactants needed to synthesize it. The reactants are: [Si]([O:8][CH:9]([CH2:13][C@H:14]1[CH2:25][CH2:24][C:23]2[S:22][C:21]3[N:20]=[CH:19][N:18]=[C:17]([O:26][CH:27]4[CH2:32][CH2:31][CH:30]([N:33]5[CH2:38][CH2:37][O:36][CH2:35][CH2:34]5)[CH2:29][CH2:28]4)[C:16]=3[C:15]1=2)[C:10]([NH2:12])=[O:11])(C(C)(C)C)(C)C.Cl. (5) Given the product [C:12]([O:11][C:9]([N:29]1[CH2:28][CH2:27][N:26]([CH:30]([C:31](=[O:32])[NH:33][CH3:34])[CH2:35][C:36]2[CH:45]=[CH:44][C:43]3[C:38](=[CH:39][CH:40]=[CH:41][CH:42]=3)[CH:37]=2)[CH2:25][CH:24]1[CH2:23][CH2:22][O:21][Si:20]([C:16]([CH3:19])([CH3:18])[CH3:17])([CH3:48])[CH3:47])=[O:10])([CH3:13])([CH3:14])[CH3:15], predict the reactants needed to synthesize it. The reactants are: [C:9](O[C:9]([O:11][C:12]([CH3:15])([CH3:14])[CH3:13])=[O:10])([O:11][C:12]([CH3:15])([CH3:14])[CH3:13])=[O:10].[C:16]([Si:20]([CH3:48])([CH3:47])[O:21][CH2:22][CH2:23][CH:24]1[NH:29][CH2:28][CH2:27][N:26]([CH:30]([CH2:35][C:36]2[CH:45]=[CH:44][C:43]3[C:38](=[CH:39][CH:40]=[CH:41][CH:42]=3)[CH:37]=2)[C:31]([NH:33][CH3:34])=[O:32])[C:25]1=O)([CH3:19])([CH3:18])[CH3:17].C(N(CC)CC)C. (6) Given the product [C:1]([NH:5][C:6]1[C:7]([CH:25]=[O:26])=[N:8][C:9]2[C:14]([N:15]=1)=[C:13]([C:35]1[NH:43][C:42]3[CH2:41][CH2:40][NH:39][C:38](=[O:44])[C:37]=3[CH:36]=1)[CH:12]=[CH:11][CH:10]=2)([CH3:2])([CH3:3])[CH3:4], predict the reactants needed to synthesize it. The reactants are: [C:1]([NH:5][C:6]1[C:7]([CH:25]=[O:26])=[N:8][C:9]2[C:14]([N:15]=1)=[C:13](B1OC(C)(C)C(C)(C)O1)[CH:12]=[CH:11][CH:10]=2)([CH3:4])([CH3:3])[CH3:2].CC1(C)C(C)(C)OB([C:35]2[NH:43][C:42]3[CH2:41][CH2:40][NH:39][C:38](=[O:44])[C:37]=3[CH:36]=2)O1.CC(C1C=C(C(C)C)C(C2C=CC=CC=2P(C2CCCCC2)C2CCCCC2)=C(C(C)C)C=1)C.CO.C(Cl)Cl.